Dataset: Full USPTO retrosynthesis dataset with 1.9M reactions from patents (1976-2016). Task: Predict the reactants needed to synthesize the given product. (1) Given the product [F:6][C:7]([F:12])([F:11])[C:8]([OH:10])=[O:9].[CH2:13]([NH:17][C:18]([NH:20][C@H:21]1[CH2:29][C@H:28]2[C@:24]([C:32]3[CH:37]=[CH:36][C:35]([O:38][CH3:39])=[C:34]([O:40][CH3:41])[CH:33]=3)([CH2:25][CH2:26][N:27]2[CH2:30][CH2:31][CH3:2])[CH2:23][CH2:22]1)=[S:19])[CH2:14][CH2:15][CH3:16], predict the reactants needed to synthesize it. The reactants are: N1CCC[CH2:2]1.[F:6][C:7]([F:12])([F:11])[C:8]([OH:10])=[O:9].[CH2:13]([NH:17][C:18]([NH:20][C@H:21]1[CH2:29][C@H:28]2[C@:24]([C:32]3[CH:37]=[CH:36][C:35]([O:38][CH3:39])=[C:34]([O:40][CH3:41])[CH:33]=3)([CH2:25][CH2:26][N:27]2[CH2:30][CH3:31])[CH2:23][CH2:22]1)=[S:19])[CH2:14][CH2:15][CH3:16].C(=O)CC. (2) The reactants are: S(Cl)([Cl:3])=O.[NH:5]1[CH2:9][CH2:8][CH2:7][CH:6]1[C:10]([OH:12])=[O:11].[CH2:13](O)[C:14]1[CH:19]=[CH:18][CH:17]=[CH:16][CH:15]=1. Given the product [ClH:3].[CH2:13]([O:11][C:10]([CH:6]1[CH2:7][CH2:8][CH2:9][NH:5]1)=[O:12])[C:14]1[CH:19]=[CH:18][CH:17]=[CH:16][CH:15]=1, predict the reactants needed to synthesize it.